Dataset: Reaction yield outcomes from USPTO patents with 853,638 reactions. Task: Predict the reaction yield, written as a fraction of the theoretical maximum amount of product (1.0 means a 100% yield; for example, 0.34 means a 34% yield). (1) The reactants are C(C[C:4]1[S:5][CH:6]=[C:7]([C:9]2[CH:14]=[CH:13][C:12]([S:15]([NH:18][CH2:19][CH2:20][CH:21]([CH3:23])[CH3:22])(=[O:17])=[O:16])=[CH:11][CH:10]=2)[N:8]=1)#N.[OH-].[Na+].[C:26]([OH:29])(=[O:28])[CH3:27]. The catalyst is O. The product is [CH2:19]([NH:18][S:15]([C:12]1[CH:13]=[CH:14][C:9]([C:7]2[N:8]=[C:4]([CH2:27][C:26]([OH:29])=[O:28])[S:5][CH:6]=2)=[CH:10][CH:11]=1)(=[O:17])=[O:16])[CH2:20][CH:21]([CH3:23])[CH3:22]. The yield is 0.580. (2) The reactants are [H-].[Na+].[CH3:3][O:4][C:5]1[CH:10]=[CH:9][C:8]([C:11](=[O:19])[CH2:12][C:13]2[CH:18]=[CH:17][CH:16]=[CH:15][CH:14]=2)=[CH:7][CH:6]=1.Br[CH2:21][C:22]([O:24][CH2:25][CH3:26])=[O:23]. The catalyst is CS(C)=O.C1(C)C=CC=CC=1. The product is [CH2:25]([O:24][C:22](=[O:23])[CH2:21][CH:12]([C:13]1[CH:18]=[CH:17][CH:16]=[CH:15][CH:14]=1)[C:11]([C:8]1[CH:7]=[CH:6][C:5]([O:4][CH3:3])=[CH:10][CH:9]=1)=[O:19])[CH3:26]. The yield is 0.990. (3) The reactants are C(NC(C)C)(C)C.[Li]CCCC.[CH3:13][N:14]1[C:18]2=[C:19]3[CH:25]=[CH:24][N:23]([S:26]([C:29]4[CH:35]=[CH:34][C:32]([CH3:33])=[CH:31][CH:30]=4)(=[O:28])=[O:27])[C:20]3=[N:21][CH:22]=[C:17]2[CH2:16][CH2:15]1.[I:36]I.CC(O)=O.[NH4+].[Cl-]. The catalyst is C1COCC1.O.C([O-])(O)=O.[Na+].C(Cl)Cl. The product is [I:36][C:24]1[N:23]([S:26]([C:29]2[CH:35]=[CH:34][C:32]([CH3:33])=[CH:31][CH:30]=2)(=[O:28])=[O:27])[C:20]2=[N:21][CH:22]=[C:17]3[CH2:16][CH2:15][N:14]([CH3:13])[C:18]3=[C:19]2[CH:25]=1. The yield is 0.580. (4) The reactants are [Na].[NH2:2][C:3]1[N:8]=[C:7]([NH2:9])[CH:6]=[C:5](Cl)[N:4]=1.[Na+].[Cl-].[CH2:13]([OH:18])[CH2:14][CH:15]([CH3:17])[CH3:16]. No catalyst specified. The product is [CH3:16][CH:15]([CH3:17])[CH2:14][CH2:13][O:18][C:5]1[N:4]=[C:3]([NH2:2])[N:8]=[C:7]([NH2:9])[CH:6]=1. The yield is 0.880. (5) The reactants are [CH2:1]([O:8][C:9]1[C:10]([Cl:26])=[CH:11][C:12]([S:19][CH2:20][CH2:21][Si](C)(C)C)=[C:13]2[C:18]=1[N:17]=[CH:16][CH:15]=[CH:14]2)[C:2]1[CH:7]=[CH:6][CH:5]=[CH:4][CH:3]=1.[F:27][C:28]1[CH:33]=CC(I)=[CH:30][CH:29]=1. The catalyst is O1CCOCC1. The product is [CH2:1]([O:8][C:9]1[C:10]([Cl:26])=[CH:11][C:12]([S:19][C:20]2[CH:30]=[CH:29][C:28]([F:27])=[CH:33][CH:21]=2)=[C:13]2[C:18]=1[N:17]=[CH:16][CH:15]=[CH:14]2)[C:2]1[CH:7]=[CH:6][CH:5]=[CH:4][CH:3]=1. The yield is 0.890. (6) The reactants are [Cl:1][C:2]1[C:7]([Cl:8])=[CH:6][C:5]([C:9](=[O:11])[CH3:10])=[C:4]([OH:12])[CH:3]=1.[I:13]N1C(=O)CCC1=O.BrN1C(=O)CCC1=O. No catalyst specified. The product is [Cl:1][C:2]1[C:7]([Cl:8])=[CH:6][C:5]([C:9](=[O:11])[CH3:10])=[C:4]([OH:12])[C:3]=1[I:13]. The yield is 0.710. (7) The product is [F:6][C:7]1[CH:14]=[C:13]([O:15][CH2:24][C:19]2[CH:20]=[CH:21][CH:22]=[CH:23][N:18]=2)[CH:12]=[CH:11][C:8]=1[CH:9]=[O:10]. The yield is 0.406. The catalyst is O. The reactants are CN(C)C=O.[F:6][C:7]1[CH:14]=[C:13]([OH:15])[CH:12]=[CH:11][C:8]=1[CH:9]=[O:10].[H-].[Na+].[N:18]1[CH:23]=[CH:22][CH:21]=[CH:20][C:19]=1[CH2:24]Cl. (8) The reactants are [CH2:1]([N:5]1[C:10](=[O:11])[CH2:9][C:8](=[O:12])[N:7]([CH2:13][CH2:14][CH2:15][CH3:16])[C:6]1=[O:17])[CH2:2][CH2:3][CH3:4].C(N(C(C)C)CC)(C)C.[N:27]([CH2:30][C:31]([O:33]CC)=[O:32])=[C:28]=[O:29]. The catalyst is ClCCl. The product is [CH2:13]([N:7]1[C:8]([OH:12])=[C:9]([C:28]([NH:27][CH2:30][C:31]([OH:33])=[O:32])=[O:29])[C:10](=[O:11])[N:5]([CH2:1][CH2:2][CH2:3][CH3:4])[C:6]1=[O:17])[CH2:14][CH2:15][CH3:16]. The yield is 0.640. (9) The reactants are [Cl:1][C:2]1[CH:7]=[CH:6][C:5]([C:8](=O)[CH2:9][C:10](=O)[C:11]([F:14])([F:13])[F:12])=[CH:4][C:3]=1[CH3:17].[NH2:18][C:19]1[CH:23]=[CH:22][NH:21][N:20]=1. The catalyst is C(O)(=O)C. The product is [Cl:1][C:2]1[CH:7]=[CH:6][C:5]([C:8]2[CH:9]=[C:10]([C:11]([F:14])([F:13])[F:12])[N:20]3[N:21]=[CH:22][CH:23]=[C:19]3[N:18]=2)=[CH:4][C:3]=1[CH3:17]. The yield is 0.980.